This data is from Forward reaction prediction with 1.9M reactions from USPTO patents (1976-2016). The task is: Predict the product of the given reaction. (1) Given the reactants [Cl:1][C:2]1[CH:7]=[C:6]([OH:8])[CH:5]=[CH:4][N:3]=1.Br[CH:10]1[CH2:12][CH2:11]1.[Na+].[I-].C([O-])([O-])=O.[Cs+].[Cs+], predict the reaction product. The product is: [Cl:1][C:2]1[CH:7]=[C:6]([O:8][CH:10]2[CH2:12][CH2:11]2)[CH:5]=[CH:4][N:3]=1. (2) The product is: [F:15][C:16]1([F:23])[CH2:21][CH2:20][C:19]([C:2]2[CH:3]=[N:4][N:5]([CH2:7][O:8][CH3:9])[CH:6]=2)([OH:22])[CH2:18][CH2:17]1. Given the reactants I[C:2]1[CH:3]=[N:4][N:5]([CH2:7][O:8][CH3:9])[CH:6]=1.C([Mg]Cl)(C)C.[F:15][C:16]1([F:23])[CH2:21][CH2:20][C:19](=[O:22])[CH2:18][CH2:17]1.[Cl-].[NH4+], predict the reaction product. (3) Given the reactants [C:1]([O:5][C:6](=[O:31])[CH2:7][O:8][C:9]1[C:14]2[CH2:15][CH2:16][CH2:17][CH2:18][CH:19]([NH:20][S:21]([C:24]3[CH:29]=[CH:28][C:27](Br)=[CH:26][N:25]=3)(=[O:23])=[O:22])[C:13]=2[CH:12]=[CH:11][CH:10]=1)([CH3:4])([CH3:3])[CH3:2].[C:32]([C:36]1[CH:37]=[C:38](B(O)O)[CH:39]=[C:40]([CH3:42])[CH:41]=1)([CH3:35])([CH3:34])[CH3:33].C([O-])([O-])=O.[K+].[K+], predict the reaction product. The product is: [C:1]([O:5][C:6](=[O:31])[CH2:7][O:8][C:9]1[C:14]2[CH2:15][CH2:16][CH2:17][CH2:18][CH:19]([NH:20][S:21]([C:24]3[CH:29]=[CH:28][C:27]([C:38]4[CH:39]=[C:40]([CH3:42])[CH:41]=[C:36]([C:32]([CH3:35])([CH3:34])[CH3:33])[CH:37]=4)=[CH:26][N:25]=3)(=[O:23])=[O:22])[C:13]=2[CH:12]=[CH:11][CH:10]=1)([CH3:4])([CH3:3])[CH3:2]. (4) Given the reactants [CH3:1][C:2]1[CH:7]=[CH:6][C:5]([CH:8](O)[C:9]([CH3:11])=[CH2:10])=[CH:4][CH:3]=1.[C:13](OCC)([O:18]CC)([O:15][CH2:16][CH3:17])[CH3:14].C(O)(=O)CC, predict the reaction product. The product is: [CH3:10]/[C:9](=[CH:8]\[C:5]1[CH:6]=[CH:7][C:2]([CH3:1])=[CH:3][CH:4]=1)/[CH2:11][CH2:14][C:13]([O:15][CH2:16][CH3:17])=[O:18].